From a dataset of Forward reaction prediction with 1.9M reactions from USPTO patents (1976-2016). Predict the product of the given reaction. (1) Given the reactants [OH-].[Li+].CO.[S:5]1[CH:9]=[CH:8][C:7]2[C:10]([N:14]3[CH2:19][CH2:18][N:17]([CH2:20][CH2:21][CH2:22][O:23][C:24]4[C:33]5[C:28](=[CH:29][CH:30]=[CH:31][CH:32]=5)[N:27]=[C:26]([C:34]([O:36]CC)=[O:35])[CH:25]=4)[CH2:16][CH2:15]3)=[CH:11][CH:12]=[CH:13][C:6]1=2.[ClH:39], predict the reaction product. The product is: [ClH:39].[S:5]1[CH:9]=[CH:8][C:7]2[C:10]([N:14]3[CH2:19][CH2:18][N:17]([CH2:20][CH2:21][CH2:22][O:23][C:24]4[C:33]5[C:28](=[CH:29][CH:30]=[CH:31][CH:32]=5)[N:27]=[C:26]([C:34]([OH:36])=[O:35])[CH:25]=4)[CH2:16][CH2:15]3)=[CH:11][CH:12]=[CH:13][C:6]1=2. (2) Given the reactants CS(Cl)(=O)=O.O[CH2:7][C:8]1[N:13]=[C:12]([C:14]([F:17])([F:16])[F:15])[N:11]=[C:10]([C:18]([N:20]2[CH2:25][CH2:24][CH:23]([N:26]3[CH2:29][C:28]([CH2:52][C:53]#[N:54])([N:30]4[CH:34]=[C:33]([C:35]5[C:36]6[CH:43]=[CH:42][N:41](COCC[Si](C)(C)C)[C:37]=6[N:38]=[CH:39][N:40]=5)[CH:32]=[N:31]4)[CH2:27]3)[CH2:22][CH2:21]2)=[O:19])[CH:9]=1.C(N(CC)CC)C.[CH3:62][CH:63]([NH2:65])[CH3:64], predict the reaction product. The product is: [CH:63]([NH:65][CH2:7][C:8]1[N:13]=[C:12]([C:14]([F:15])([F:16])[F:17])[N:11]=[C:10]([C:18]([N:20]2[CH2:21][CH2:22][CH:23]([N:26]3[CH2:29][C:28]([CH2:52][C:53]#[N:54])([N:30]4[CH:34]=[C:33]([C:35]5[C:36]6[CH:43]=[CH:42][NH:41][C:37]=6[N:38]=[CH:39][N:40]=5)[CH:32]=[N:31]4)[CH2:27]3)[CH2:24][CH2:25]2)=[O:19])[CH:9]=1)([CH3:64])[CH3:62]. (3) The product is: [CH3:8][C@@H:7]([C@@H:9]1[C@@:27]2([CH3:28])[CH2:26][CH2:25][C@@H:24]3[C@@:22]4([CH3:23])[CH2:21][CH2:20][C@H:18]([O:19][C:29]([CH2:30][CH2:31][C:32]([OH:34])=[O:33])=[O:35])[CH2:17][C:16]4=[CH:15][CH2:14][C@H:13]3[C@@H:12]2[CH2:11][CH2:10]1)[CH2:6][CH2:5][CH2:4][CH:2]([CH3:1])[CH3:3]. Given the reactants [CH3:1][CH:2]([CH2:4][CH2:5][CH2:6][C@H:7]([C@@H:9]1[C@:27]2([CH3:28])[C@H:12]([C@H:13]3[C@H:24]([CH2:25][CH2:26]2)[C@:22]2([CH3:23])[C:16]([CH2:17][C@H:18]([CH2:20][CH2:21]2)[OH:19])=[CH:15][CH2:14]3)[CH2:11][CH2:10]1)[CH3:8])[CH3:3].[C:29]1(=[O:35])[O:34][C:32](=[O:33])[CH2:31][CH2:30]1.C(N(CC)CC)C.CO, predict the reaction product.